This data is from Forward reaction prediction with 1.9M reactions from USPTO patents (1976-2016). The task is: Predict the product of the given reaction. (1) Given the reactants [N:1]1([C:7]2[N:12]=[CH:11][N:10]=[C:9]([NH:13][C:14]3[CH:15]=[C:16]([CH2:20][S:21]([NH2:24])(=[O:23])=[O:22])[CH:17]=[CH:18][CH:19]=3)[N:8]=2)[CH2:6][CH2:5]CC[CH2:2]1.[N:25]1[CH:26]=CN2CC[NH:31][CH2:30][C:29]=12, predict the reaction product. The product is: [N:31]1[CH:30]=[CH:29][N:25]2[CH2:26][CH2:2][N:1]([C:7]3[N:12]=[CH:11][N:10]=[C:9]([NH:13][C:14]4[CH:15]=[C:16]([CH2:20][S:21]([NH2:24])(=[O:23])=[O:22])[CH:17]=[CH:18][CH:19]=4)[N:8]=3)[CH2:6][C:5]=12. (2) The product is: [C:1]([O:4][C@H:5]1[C@H:10]([O:11][C:12](=[O:14])[CH3:13])[C@@H:9]([O:15][C:16](=[O:18])[CH3:17])[C@H:8]([C:19]2[CH:24]=[CH:23][C:22]([Cl:25])=[C:21]([CH2:26][C:27]3[CH:28]=[CH:29][C:30]([O:33][CH2:34][CH:35]=[N:56][O:55][CH3:54])=[CH:31][CH:32]=3)[CH:20]=2)[O:7][C@@H:6]1[CH2:37][O:38][C:39](=[O:41])[CH3:40])(=[O:3])[CH3:2]. Given the reactants [C:1]([O:4][C@H:5]1[C@H:10]([O:11][C:12](=[O:14])[CH3:13])[C@@H:9]([O:15][C:16](=[O:18])[CH3:17])[C@H:8]([C:19]2[CH:24]=[CH:23][C:22]([Cl:25])=[C:21]([CH2:26][C:27]3[CH:32]=[CH:31][C:30]([O:33][CH2:34][CH:35]=O)=[CH:29][CH:28]=3)[CH:20]=2)[O:7][C@@H:6]1[CH2:37][O:38][C:39](=[O:41])[CH3:40])(=[O:3])[CH3:2].N1C=CC=CC=1.C([O-])(=O)C.[Na+].Cl.[CH3:54][O:55][NH2:56], predict the reaction product. (3) Given the reactants [Cl:1][C:2]1[CH:26]=[CH:25][C:5]([C:6]([NH:8][CH:9]([CH2:13][C:14]2[C:23]3[C:18](=[CH:19][CH:20]=[CH:21][CH:22]=3)[NH:17][C:16](=[O:24])[CH:15]=2)[C:10]([OH:12])=[S:11])=[O:7])=[CH:4][CH:3]=1.[CH:27]#[C:28][CH2:29]Br, predict the reaction product. The product is: [Cl:1][C:2]1[CH:3]=[CH:4][C:5]([C:6]([NH:8][CH:9]([CH2:13][C:14]2[C:23]3[C:18](=[CH:19][CH:20]=[CH:21][CH:22]=3)[NH:17][C:16](=[O:24])[CH:15]=2)[C:10]([S:11][CH2:29][C:28]#[CH:27])=[O:12])=[O:7])=[CH:25][CH:26]=1. (4) Given the reactants Br[CH2:2][CH2:3][C:4]1[C:12]2[C:7](=[CH:8][CH:9]=[CH:10][CH:11]=2)[NH:6][CH:5]=1.[N:13]1[C:17]2[CH:18]=[CH:19][CH:20]=[CH:21][C:16]=2[NH:15][CH:14]=1, predict the reaction product. The product is: [NH:6]1[C:7]2[C:12](=[CH:11][CH:10]=[CH:9][CH:8]=2)[C:4]([CH2:3][CH2:2][N:13]2[C:17]3[CH:18]=[CH:19][CH:20]=[CH:21][C:16]=3[N:15]=[CH:14]2)=[CH:5]1. (5) Given the reactants [N+:1]([C:4]1[CH:5]=[N:6][CH:7]=[CH:8][C:9]=1[C:10]1([C:17]([F:20])([F:19])[F:18])[CH2:15][C:14](=[O:16])[CH:13]=[CH:12][O:11]1)([O-:3])=[O:2].[BH4-].[Na+].O.[C:24](OCC)(=[O:26])[CH3:25], predict the reaction product. The product is: [C:24]([O:16][CH:14]1[CH:13]=[CH:12][O:11][C:10]([C:9]2[CH:8]=[CH:7][N:6]=[CH:5][C:4]=2[N+:1]([O-:3])=[O:2])([C:17]([F:20])([F:19])[F:18])[CH2:15]1)(=[O:26])[CH3:25]. (6) Given the reactants Cl.[CH2:2]([NH:9][N:10]=[C:11]([CH3:17])[CH2:12][S:13]([CH3:16])(=[O:15])=[O:14])[C:3]1[CH:8]=[CH:7][CH:6]=[CH:5][CH:4]=1, predict the reaction product. The product is: [CH2:2]([NH:9][N:10]=[C:11]([CH3:17])[CH2:12][S:13]([CH3:16])(=[O:14])=[O:15])[C:3]1[CH:4]=[CH:5][CH:6]=[CH:7][CH:8]=1. (7) Given the reactants [CH3:1][NH:2][CH2:3][C:4]1[N:5]=[C:6]([NH2:9])[S:7][CH:8]=1.C(N(CC)CC)C.[Cl:17][C:18]1[N:23]=[C:22]([N:24]([C:40]([O:42][C:43]([CH3:46])([CH3:45])[CH3:44])=[O:41])[N:25]([C:33]([O:35][C:36]([CH3:39])([CH3:38])[CH3:37])=[O:34])[C:26]([O:28][C:29]([CH3:32])([CH3:31])[CH3:30])=[O:27])[C:21]([F:47])=[C:20](Cl)[N:19]=1, predict the reaction product. The product is: [NH2:9][C:6]1[S:7][CH:8]=[C:4]([CH2:3][N:2]([CH3:1])[C:20]2[N:19]=[C:18]([Cl:17])[N:23]=[C:22]([N:24]([C:40]([O:42][C:43]([CH3:44])([CH3:46])[CH3:45])=[O:41])[N:25]([C:26]([O:28][C:29]([CH3:31])([CH3:32])[CH3:30])=[O:27])[C:33]([O:35][C:36]([CH3:39])([CH3:37])[CH3:38])=[O:34])[C:21]=2[F:47])[N:5]=1.